From a dataset of Catalyst prediction with 721,799 reactions and 888 catalyst types from USPTO. Predict which catalyst facilitates the given reaction. (1) Product: [OH:2][C:3]1[CH:17]=[C:16]([CH3:18])[CH:15]=[CH:14][C:4]=1[O:5][C:6]1[CH:13]=[CH:12][C:9]([CH:10]=[O:11])=[CH:8][CH:7]=1. The catalyst class is: 2. Reactant: C[O:2][C:3]1[CH:17]=[C:16]([CH3:18])[CH:15]=[CH:14][C:4]=1[O:5][C:6]1[CH:13]=[CH:12][C:9]([CH:10]=[O:11])=[CH:8][CH:7]=1.B(Br)(Br)Br. (2) Product: [CH:31]1([CH2:34][C:35]([N:7]2[CH2:6][C@H:5]([C:9]3[N:13]4[C:14]5[CH:20]=[CH:19][N:18]([S:21]([C:24]6[CH:25]=[CH:26][C:27]([CH3:28])=[CH:29][CH:30]=6)(=[O:23])=[O:22])[C:15]=5[N:16]=[CH:17][C:12]4=[N:11][CH:10]=3)[C@H:4]([CH3:3])[CH2:8]2)=[O:36])[CH2:33][CH2:32]1. Reactant: Br.Br.[CH3:3][C@@H:4]1[CH2:8][NH:7][CH2:6][C@@H:5]1[C:9]1[N:13]2[C:14]3[CH:20]=[CH:19][N:18]([S:21]([C:24]4[CH:30]=[CH:29][C:27]([CH3:28])=[CH:26][CH:25]=4)(=[O:23])=[O:22])[C:15]=3[N:16]=[CH:17][C:12]2=[N:11][CH:10]=1.[CH:31]1([CH2:34][C:35](O)=[O:36])[CH2:33][CH2:32]1.CN(C(ON1N=NC2C=CC=NC1=2)=[N+](C)C)C.F[P-](F)(F)(F)(F)F. The catalyst class is: 2.